Dataset: Reaction yield outcomes from USPTO patents with 853,638 reactions. Task: Predict the reaction yield, written as a fraction of the theoretical maximum amount of product (1.0 means a 100% yield; for example, 0.34 means a 34% yield). (1) The reactants are [C:1]([O:5][C:6]([NH:8][C@H:9]([C:15]([OH:17])=O)[CH2:10][CH2:11][C:12](=[O:14])[NH2:13])=[O:7])([CH3:4])([CH3:3])[CH3:2].C(C1NC=CN=1)(C1NC=CN=1)=O. The catalyst is C1COCC1. The product is [C:1]([O:5][C:6]([NH:8][CH:9]1[CH2:10][CH2:11][C:12](=[O:14])[NH:13][C:15]1=[O:17])=[O:7])([CH3:4])([CH3:3])[CH3:2]. The yield is 0.450. (2) The reactants are [CH3:1][C:2](C)([O-:4])C.[Na+].C(O)C.[Cl:10][C:11]1[CH:18]=[CH:17][CH:16]=[C:15](F)[C:12]=1[C:13]#[N:14].C(Cl)(Cl)Cl. The catalyst is C1COCC1.O. The product is [Cl:10][C:11]1[CH:18]=[CH:17][CH:16]=[C:15]([O:4][CH2:2][CH3:1])[C:12]=1[C:13]#[N:14]. The yield is 0.870. (3) The reactants are [Br-].C(OC(C(CC)CC[P+](C1C=CC=CC=1)(C1C=CC=CC=1)C1C=CC=CC=1)=O)(C)(C)C.C([O:37][C:38](=[O:45])[CH2:39][CH2:40][CH2:41][CH2:42][CH2:43][Br:44])(C)(C)C. No catalyst specified. The product is [Br:44][CH2:43][CH2:42][CH2:41][CH2:40][CH2:39][C:38]([OH:45])=[O:37]. The yield is 0.690. (4) The catalyst is [Cu](I)I.O1CCOCC1. The reactants are [S:1]1[C:5]2[CH:6]=[C:7]([N:10]3[CH2:14][CH2:13][NH:12][C:11]3=[O:15])[CH:8]=[CH:9][C:4]=2[N:3]=[CH:2]1.Br[C:17]1[N:21]([CH3:22])[CH:20]=[N:19][CH:18]=1.CN[C@@H]1CCCC[C@H]1NC.P([O-])([O-])([O-])=O.[K+].[K+].[K+]. The yield is 0.416. The product is [S:1]1[C:5]2[CH:6]=[C:7]([N:10]3[CH2:14][CH2:13][N:12]([C:17]4[N:21]([CH3:22])[CH:20]=[N:19][CH:18]=4)[C:11]3=[O:15])[CH:8]=[CH:9][C:4]=2[N:3]=[CH:2]1. (5) The reactants are [CH2:1]([O:5][C:6](=[O:22])[C@@H:7]([NH:14]C(OC(C)(C)C)=O)[CH2:8][CH2:9][CH2:10][N:11]([CH3:13])[CH3:12])C(C)C.[O-]S(C(F)(F)F)(=O)=O.[Sn+2].[O-]S(C(F)(F)F)(=O)=O. The catalyst is ClCCl. The product is [CH3:1][O:5][C:6](=[O:22])[C@@H:7]([NH2:14])[CH2:8][CH2:9][CH2:10][N:11]([CH3:12])[CH3:13]. The yield is 0.210. (6) The reactants are [C:1]([C:3]1[C:4]([CH3:16])=[CH:5][C:6]([C:11](OCC)=[O:12])=[N:7][C:8]=1[O:9][CH3:10])#[N:2].[Cl-].[Ca+2].[Cl-].[BH4-].[Na+].CCOC(C)=O. The catalyst is O1CCCC1.C(O)C.C(Cl)Cl. The product is [OH:12][CH2:11][C:6]1[CH:5]=[C:4]([CH3:16])[C:3]([C:1]#[N:2])=[C:8]([O:9][CH3:10])[N:7]=1. The yield is 0.930. (7) The yield is 0.520. The product is [F:22][C:19]([F:20])([F:21])[C:17]1[CH:18]=[C:13]([C:10]([CH3:12])([CH3:11])[C:9]([N:8]([CH3:28])[C:5]2[C:4]([C:29]3[CH:34]=[CH:33][CH:32]=[CH:31][C:30]=3[CH3:35])=[CH:3][C:2]([NH:1][C:50]([CH2:49][O:48][C:45](=[O:47])[CH3:46])=[O:51])=[N:7][CH:6]=2)=[O:27])[CH:14]=[C:15]([C:23]([F:26])([F:24])[F:25])[CH:16]=1. The catalyst is ClCCl. The reactants are [NH2:1][C:2]1[N:7]=[CH:6][C:5]([N:8]([CH3:28])[C:9](=[O:27])[C:10]([C:13]2[CH:18]=[C:17]([C:19]([F:22])([F:21])[F:20])[CH:16]=[C:15]([C:23]([F:26])([F:25])[F:24])[CH:14]=2)([CH3:12])[CH3:11])=[C:4]([C:29]2[CH:34]=[CH:33][CH:32]=[CH:31][C:30]=2[CH3:35])[CH:3]=1.C(N(C(C)C)C(C)C)C.[C:45]([O:48][CH2:49][C:50](Cl)=[O:51])(=[O:47])[CH3:46]. (8) The reactants are [NH2:1][C@H:2]([CH2:4]O)[CH3:3].C(N(CC)CC)C.[CH2:13]([O:15][P:16](Cl)([O:18][CH2:19][CH3:20])=[O:17])[CH3:14].ClCCl.CO.[NH4+].[OH-].C(Cl)(Cl)Cl.CO.[NH4+].[OH-].[O-][Mn](=O)(=O)=O.[K+].CS(Cl)(=O)=O.[OH-].[K+]. The catalyst is ClCCl. The product is [CH3:4][CH:2]1[CH2:3][N@@:1]1[P:16](=[O:17])([O:18][CH2:19][CH3:20])[O:15][CH2:13][CH3:14]. The yield is 0.806. (9) The reactants are [F:1][C:2]1([F:34])[O:6][C:5]2[CH:7]=[CH:8][C:9]([C:11]3([C:14]([NH:16][C@H:17]4[CH2:22][CH2:21][O:20][C@@H:19]([C:23]5[CH:32]=[CH:31][C:26]([C:27]([O:29]C)=[O:28])=[CH:25][C:24]=5[CH3:33])[CH2:18]4)=[O:15])[CH2:13][CH2:12]3)=[CH:10][C:4]=2[O:3]1.[OH-].[Na+]. The catalyst is C(O)C. The product is [F:34][C:2]1([F:1])[O:6][C:5]2[CH:7]=[CH:8][C:9]([C:11]3([C:14]([NH:16][C@H:17]4[CH2:22][CH2:21][O:20][C@@H:19]([C:23]5[CH:32]=[CH:31][C:26]([C:27]([OH:29])=[O:28])=[CH:25][C:24]=5[CH3:33])[CH2:18]4)=[O:15])[CH2:12][CH2:13]3)=[CH:10][C:4]=2[O:3]1. The yield is 0.335. (10) The catalyst is O1CCOCC1. The product is [F:13][C:8]1[C:7]([C:14]2[CH:19]=[CH:18][CH:17]=[CH:16][CH:15]=2)=[CH:6][C:5]([C:3]([OH:4])=[O:2])=[C:10]([O:11][CH3:12])[CH:9]=1. The reactants are C[O:2][C:3]([C:5]1[CH:6]=[C:7]([C:14]2[CH:19]=[CH:18][CH:17]=[CH:16][CH:15]=2)[C:8]([F:13])=[CH:9][C:10]=1[O:11][CH3:12])=[O:4].[OH-].[Na+]. The yield is 0.960.